This data is from NCI-60 drug combinations with 297,098 pairs across 59 cell lines. The task is: Regression. Given two drug SMILES strings and cell line genomic features, predict the synergy score measuring deviation from expected non-interaction effect. (1) Drug 1: CC1C(C(CC(O1)OC2CC(CC3=C2C(=C4C(=C3O)C(=O)C5=C(C4=O)C(=CC=C5)OC)O)(C(=O)CO)O)N)O.Cl. Drug 2: CC12CCC3C(C1CCC2=O)CC(=C)C4=CC(=O)C=CC34C. Cell line: SF-268. Synergy scores: CSS=-1.24, Synergy_ZIP=-1.08, Synergy_Bliss=-2.21, Synergy_Loewe=-3.60, Synergy_HSA=-3.04. (2) Drug 1: CC1C(C(CC(O1)OC2CC(CC3=C2C(=C4C(=C3O)C(=O)C5=C(C4=O)C(=CC=C5)OC)O)(C(=O)CO)O)N)O.Cl. Drug 2: C1=CC(=CC=C1CCC2=CNC3=C2C(=O)NC(=N3)N)C(=O)NC(CCC(=O)O)C(=O)O. Cell line: KM12. Synergy scores: CSS=37.3, Synergy_ZIP=-3.84, Synergy_Bliss=-4.66, Synergy_Loewe=-6.63, Synergy_HSA=0.787. (3) Drug 1: COC1=C(C=C2C(=C1)N=CN=C2NC3=CC(=C(C=C3)F)Cl)OCCCN4CCOCC4. Drug 2: C(=O)(N)NO. Cell line: RPMI-8226. Synergy scores: CSS=40.8, Synergy_ZIP=4.90, Synergy_Bliss=6.05, Synergy_Loewe=-1.56, Synergy_HSA=7.86. (4) Drug 1: C1=NNC2=C1C(=O)NC=N2. Drug 2: C(CCl)NC(=O)N(CCCl)N=O. Cell line: HOP-92. Synergy scores: CSS=10.5, Synergy_ZIP=-2.78, Synergy_Bliss=-0.682, Synergy_Loewe=-0.112, Synergy_HSA=0.0517. (5) Drug 1: CC1=CC=C(C=C1)C2=CC(=NN2C3=CC=C(C=C3)S(=O)(=O)N)C(F)(F)F. Drug 2: C1CN(P(=O)(OC1)NCCCl)CCCl. Cell line: UACC62. Synergy scores: CSS=-1.99, Synergy_ZIP=-0.312, Synergy_Bliss=-2.08, Synergy_Loewe=-2.34, Synergy_HSA=-2.74. (6) Cell line: BT-549. Drug 1: CC1=C(C=C(C=C1)NC2=NC=CC(=N2)N(C)C3=CC4=NN(C(=C4C=C3)C)C)S(=O)(=O)N.Cl. Drug 2: CCC1(CC2CC(C3=C(CCN(C2)C1)C4=CC=CC=C4N3)(C5=C(C=C6C(=C5)C78CCN9C7C(C=CC9)(C(C(C8N6C)(C(=O)OC)O)OC(=O)C)CC)OC)C(=O)OC)O.OS(=O)(=O)O. Synergy scores: CSS=43.9, Synergy_ZIP=13.8, Synergy_Bliss=13.9, Synergy_Loewe=-32.2, Synergy_HSA=11.9. (7) Drug 1: C1CCC(CC1)NC(=O)N(CCCl)N=O. Drug 2: CC1CCC2CC(C(=CC=CC=CC(CC(C(=O)C(C(C(=CC(C(=O)CC(OC(=O)C3CCCCN3C(=O)C(=O)C1(O2)O)C(C)CC4CCC(C(C4)OC)O)C)C)O)OC)C)C)C)OC. Cell line: MOLT-4. Synergy scores: CSS=44.3, Synergy_ZIP=-0.352, Synergy_Bliss=-0.449, Synergy_Loewe=-1.73, Synergy_HSA=1.33.